From a dataset of Catalyst prediction with 721,799 reactions and 888 catalyst types from USPTO. Predict which catalyst facilitates the given reaction. (1) Reactant: [C:1]([NH:4][C:5]1[S:6][C:7]([C:11]2[N:12]=[C:13]([C:16](Cl)=[O:17])[S:14][CH:15]=2)=[C:8]([CH3:10])[N:9]=1)(=[O:3])[CH3:2].O.Cl.[NH:21]1[CH2:26][CH2:25][C:24](=[O:27])[CH2:23][CH2:22]1.C(N(CC)CC)C. Product: [CH3:10][C:8]1[N:9]=[C:5]([NH:4][C:1](=[O:3])[CH3:2])[S:6][C:7]=1[C:11]1[N:12]=[C:13]([C:16]([N:21]2[CH2:26][CH2:25][C:24](=[O:27])[CH2:23][CH2:22]2)=[O:17])[S:14][CH:15]=1. The catalyst class is: 76. (2) Reactant: [C:1](OC)([O:5][CH3:6])([O:3]C)[CH3:2].[C:9]1([CH:15](O)[C:16]([CH3:18])=[CH2:17])[CH:14]=[CH:13][CH:12]=[CH:11][CH:10]=1.C(O)(=O)CC. Product: [CH3:17]/[C:16](=[CH:15]\[C:9]1[CH:14]=[CH:13][CH:12]=[CH:11][CH:10]=1)/[CH2:18][CH2:2][C:1]([O:5][CH3:6])=[O:3]. The catalyst class is: 5. (3) Reactant: [Cl:1][CH2:2][C:3](Cl)=[O:4].[CH2:6]([OH:14])[CH2:7][CH2:8][CH2:9][CH2:10][CH2:11][C:12]#[CH:13]. Product: [Cl:1][CH2:2][C:3]([O:14][CH2:6][CH2:7][CH2:8][CH2:9][CH2:10][CH2:11][C:12]#[CH:13])=[O:4]. The catalyst class is: 2. (4) Reactant: [CH2:1]([C@@H:8]1[CH2:12][O:11][C:10](=[O:13])[N:9]1[C:14](=[O:22])[CH2:15][C:16]1[S:17][C:18]([Cl:21])=[CH:19][CH:20]=1)[C:2]1[CH:7]=[CH:6][CH:5]=[CH:4][CH:3]=1.C(N(CC)C(C)C)(C)C.[CH:32]([N:35]([CH2:43]OC)[C:36](=[O:42])[O:37][C:38]([CH3:41])([CH3:40])[CH3:39])([CH3:34])[CH3:33]. Product: [CH2:1]([C@@H:8]1[CH2:12][O:11][C:10](=[O:13])[N:9]1[C:14](=[O:22])[C@@H:15]([C:16]1[S:17][C:18]([Cl:21])=[CH:19][CH:20]=1)[CH2:43][N:35]([CH:32]([CH3:34])[CH3:33])[C:36](=[O:42])[O:37][C:38]([CH3:39])([CH3:41])[CH3:40])[C:2]1[CH:7]=[CH:6][CH:5]=[CH:4][CH:3]=1. The catalyst class is: 642. (5) Reactant: F[C:2]1[CH:7]=[CH:6][CH:5]=[CH:4][C:3]=1[N+:8]([O-:10])=[O:9].[CH3:11][C:12]([OH:16])([CH2:14][NH2:15])[CH3:13].C(N(C(C)C)CC)(C)C. Product: [CH3:11][C:12]([OH:16])([CH3:13])[CH2:14][NH:15][C:2]1[CH:7]=[CH:6][CH:5]=[CH:4][C:3]=1[N+:8]([O-:10])=[O:9]. The catalyst class is: 3. (6) Reactant: O[CH2:2][CH2:3][NH:4][C:5]([C:7]1[NH:11][C:10]2[CH:12]=[CH:13][CH:14]=[CH:15][C:9]=2[N:8]=1)=[O:6].S(Cl)(Cl)=O. Product: [C:5]1(=[O:6])[C:7]2=[N:11][C:10]3[CH:12]=[CH:13][CH:14]=[CH:15][C:9]=3[N:8]2[CH2:2][CH2:3][NH:4]1. The catalyst class is: 3. (7) Reactant: [NH2:1][C:2]1[CH:10]=[C:9]([F:11])[CH:8]=[CH:7][C:3]=1[C:4]([OH:6])=[O:5].C(=O)(O)[O-].[Na+].[C:17]([C:21]1[CH:26]=[CH:25][C:24]([S:27](Cl)(=[O:29])=[O:28])=[CH:23][CH:22]=1)([CH3:20])([CH3:19])[CH3:18].NC1C=CC=CC=1. Product: [C:17]([C:21]1[CH:26]=[CH:25][C:24]([S:27]([NH:1][C:2]2[CH:10]=[C:9]([F:11])[CH:8]=[CH:7][C:3]=2[C:4]([OH:6])=[O:5])(=[O:29])=[O:28])=[CH:23][CH:22]=1)([CH3:20])([CH3:18])[CH3:19]. The catalyst class is: 127. (8) Reactant: C([O-])(=O)C(C)=C.[Na+].[C:8]1([C:14](=[CH2:18])[C:15]([OH:17])=[O:16])[CH:13]=[CH:12][CH:11]=[CH:10][CH:9]=1.[C:19](O)(=[S:26])[C:20]1[CH:25]=[CH:24][CH:23]=[CH:22][CH:21]=1. Product: [C:19]([CH2:18][C@@H:14]([C:8]1[CH:13]=[CH:12][CH:11]=[CH:10][CH:9]=1)[C:15]([OH:17])=[O:16])(=[S:26])[C:20]1[CH:25]=[CH:24][CH:23]=[CH:22][CH:21]=1. The catalyst class is: 11. (9) Reactant: [N+:1]([C:4]1[CH:14]=[CH:13][C:7]([CH2:8][S:9]([OH:12])(=[O:11])=[O:10])=[CH:6][CH:5]=1)([O-])=O.CO. Product: [NH2:1][C:4]1[CH:14]=[CH:13][C:7]([CH2:8][S:9]([OH:12])(=[O:10])=[O:11])=[CH:6][CH:5]=1. The catalyst class is: 386.